From a dataset of Catalyst prediction with 721,799 reactions and 888 catalyst types from USPTO. Predict which catalyst facilitates the given reaction. (1) Reactant: [Cl:1][C:2]1[N:10]=[C:9]2[C:5]([N:6]=[C:7]([CH2:13][N:14]3[CH2:19][CH2:18][NH:17][C@@H:16]([CH:20]([CH3:22])[CH3:21])[CH2:15]3)[N:8]2[CH2:11][CH3:12])=[C:4]([N:23]2[CH2:28][CH2:27][O:26][CH2:25][CH2:24]2)[N:3]=1.Br[CH2:30][C:31]([NH2:33])=[O:32].C(=O)([O-])[O-].[K+].[K+]. Product: [Cl:1][C:2]1[N:10]=[C:9]2[C:5]([N:6]=[C:7]([CH2:13][N:14]3[CH2:19][CH2:18][N:17]([CH2:30][C:31]([NH2:33])=[O:32])[C@@H:16]([CH:20]([CH3:22])[CH3:21])[CH2:15]3)[N:8]2[CH2:11][CH3:12])=[C:4]([N:23]2[CH2:28][CH2:27][O:26][CH2:25][CH2:24]2)[N:3]=1. The catalyst class is: 3. (2) Reactant: [C:1]([C:3]1[CH:8]=[CH:7][C:6]([N:9]2[C:16](=[O:17])[C:12]3([CH2:15][CH2:14][CH2:13]3)[N:11]([C:18]3[CH:23]=[CH:22][C:21]([CH2:24]OS(C)(=O)=O)=[CH:20][CH:19]=3)[C:10]2=[S:30])=[CH:5][C:4]=1[C:31]([F:34])([F:33])[F:32])#[N:2].[CH3:35][NH:36][CH3:37]. Product: [CH3:35][N:36]([CH2:24][C:21]1[CH:20]=[CH:19][C:18]([N:11]2[C:10](=[S:30])[N:9]([C:6]3[CH:7]=[CH:8][C:3]([C:1]#[N:2])=[C:4]([C:31]([F:32])([F:34])[F:33])[CH:5]=3)[C:16](=[O:17])[C:12]32[CH2:15][CH2:14][CH2:13]3)=[CH:23][CH:22]=1)[CH3:37]. The catalyst class is: 1. (3) Reactant: Cl.[CH2:2]([O:6][CH:7]1[CH2:10][NH:9][CH2:8]1)[CH2:3][CH2:4][CH3:5].CCN=C=NCCCN(C)C.C1C=CC2N(O)N=NC=2C=1.C(N(C(C)C)CC)(C)C.Cl.[O:42]=[C:43]1[NH:52][C:51]2[N:50]=[CH:49][C:48](/[CH:53]=[CH:54]/[C:55](O)=[O:56])=[CH:47][C:46]=2[CH2:45][CH2:44]1. Product: [CH2:2]([O:6][CH:7]1[CH2:10][N:9]([C:55](=[O:56])/[CH:54]=[CH:53]/[C:48]2[CH:47]=[C:46]3[C:51](=[N:50][CH:49]=2)[NH:52][C:43](=[O:42])[CH2:44][CH2:45]3)[CH2:8]1)[CH2:3][CH2:4][CH3:5]. The catalyst class is: 255. (4) Reactant: C(OC([N:11]1[CH2:19][CH2:18][CH:17]2[CH:13]([CH2:14][CH:15]([C:21]3[CH:26]=[CH:25][CH:24]=[CH:23][C:22]=3[F:27])[C:16]2=[O:20])[CH2:12]1)=O)C1C=CC=CC=1. Product: [F:27][C:22]1[CH:23]=[CH:24][CH:25]=[CH:26][C:21]=1[CH:15]1[CH2:14][CH:13]2[CH:17]([CH2:18][CH2:19][NH:11][CH2:12]2)[C:16]1=[O:20]. The catalyst class is: 129. (5) Reactant: [N+:1]([C:4]1[C:5]([Br:16])=[C:6]([Cl:15])[C:7]2[O:11][C:10]([F:13])([F:12])[O:9][C:8]=2[CH:14]=1)([O-])=O.[Cl-].[NH4+]. Product: [NH2:1][C:4]1[C:5]([Br:16])=[C:6]([Cl:15])[C:7]2[O:11][C:10]([F:13])([F:12])[O:9][C:8]=2[CH:14]=1. The catalyst class is: 190.